Task: Predict the reaction yield, written as a fraction of the theoretical maximum amount of product (1.0 means a 100% yield; for example, 0.34 means a 34% yield).. Dataset: Reaction yield outcomes from USPTO patents with 853,638 reactions (1) The yield is 0.260. The catalyst is O. The product is [OH:7][CH:6]([C:8]1[C:16]2[O:15][CH2:14][CH:13]([C:17]3[CH:22]=[CH:21][C:20]([CH:23]([CH3:25])[CH3:24])=[CH:19][CH:18]=3)[C:12]=2[C:11]([CH3:26])=[C:10]([NH:27][C:28](=[O:34])[CH2:29][C:30]([CH3:33])([CH3:32])[CH3:31])[C:9]=1[CH3:35])[CH2:1][CH2:2][CH3:3]. The reactants are [CH2:1]([Mg]Cl)[CH2:2][CH3:3].[CH:6]([C:8]1[C:16]2[O:15][CH2:14][CH:13]([C:17]3[CH:22]=[CH:21][C:20]([CH:23]([CH3:25])[CH3:24])=[CH:19][CH:18]=3)[C:12]=2[C:11]([CH3:26])=[C:10]([NH:27][C:28](=[O:34])[CH2:29][C:30]([CH3:33])([CH3:32])[CH3:31])[C:9]=1[CH3:35])=[O:7]. (2) The product is [CH:6]1([CH2:5][CH:4]([C:11]2[CH:16]=[CH:15][C:14]([S:17]([CH3:20])(=[O:19])=[O:18])=[CH:13][CH:12]=2)[C:3]([OH:21])=[O:2])[CH2:10][CH2:9][CH2:8][CH2:7]1. The catalyst is CO. The yield is 0.900. The reactants are C[O:2][C:3](=[O:21])[CH:4]([C:11]1[CH:16]=[CH:15][C:14]([S:17]([CH3:20])(=[O:19])=[O:18])=[CH:13][CH:12]=1)[CH2:5][CH:6]1[CH2:10][CH2:9][CH2:8][CH2:7]1.[OH-].[Na+]. (3) The reactants are [CH3:1][O:2][C:3]1[CH:8]=[C:7]([CH3:9])[C:6]([S:10]([N:13]2[C:22]3[C:17](=[CH:18][CH:19]=[CH:20][CH:21]=3)[CH2:16][CH2:15][CH:14]2[CH2:23][O:24][CH2:25][C:26](O)=[O:27])(=[O:12])=[O:11])=[C:5]([CH3:29])[CH:4]=1.C(N(C(C)C)CC)(C)C.ON1C2C=CC=CC=2N=N1.Cl.C(N=C=NCCCN(C)C)C.[CH3:61][N:62]1[CH2:67][CH2:66][CH:65]([N:68]2[CH2:73][CH2:72][NH:71][CH2:70][CH2:69]2)[CH2:64][CH2:63]1. The catalyst is ClCCl. The product is [CH3:1][O:2][C:3]1[CH:8]=[C:7]([CH3:9])[C:6]([S:10]([N:13]2[C:22]3[C:17](=[CH:18][CH:19]=[CH:20][CH:21]=3)[CH2:16][CH2:15][CH:14]2[CH2:23][O:24][CH2:25][C:26]([N:71]2[CH2:70][CH2:69][N:68]([CH:65]3[CH2:66][CH2:67][N:62]([CH3:61])[CH2:63][CH2:64]3)[CH2:73][CH2:72]2)=[O:27])(=[O:11])=[O:12])=[C:5]([CH3:29])[CH:4]=1. The yield is 0.600.